Dataset: Merck oncology drug combination screen with 23,052 pairs across 39 cell lines. Task: Regression. Given two drug SMILES strings and cell line genomic features, predict the synergy score measuring deviation from expected non-interaction effect. (1) Drug 1: NC1(c2ccc(-c3nc4ccn5c(=O)[nH]nc5c4cc3-c3ccccc3)cc2)CCC1. Drug 2: C#Cc1cccc(Nc2ncnc3cc(OCCOC)c(OCCOC)cc23)c1. Cell line: NCIH2122. Synergy scores: synergy=94.9. (2) Drug 2: N#Cc1ccc(Cn2cncc2CN2CCN(c3cccc(Cl)c3)C(=O)C2)cc1. Cell line: VCAP. Drug 1: COc1cccc2c1C(=O)c1c(O)c3c(c(O)c1C2=O)CC(O)(C(=O)CO)CC3OC1CC(N)C(O)C(C)O1. Synergy scores: synergy=-3.65. (3) Drug 1: CN(Cc1cnc2nc(N)nc(N)c2n1)c1ccc(C(=O)NC(CCC(=O)O)C(=O)O)cc1. Drug 2: Cn1nnc2c(C(N)=O)ncn2c1=O. Cell line: HT144. Synergy scores: synergy=-11.6. (4) Drug 1: O=C(CCCCCCC(=O)Nc1ccccc1)NO. Drug 2: C#Cc1cccc(Nc2ncnc3cc(OCCOC)c(OCCOC)cc23)c1. Cell line: A427. Synergy scores: synergy=4.99. (5) Drug 1: CN(C)C(=N)N=C(N)N. Drug 2: CCN(CC)CCNC(=O)c1c(C)[nH]c(C=C2C(=O)Nc3ccc(F)cc32)c1C. Cell line: HT144. Synergy scores: synergy=-0.323. (6) Drug 1: C=CCn1c(=O)c2cnc(Nc3ccc(N4CCN(C)CC4)cc3)nc2n1-c1cccc(C(C)(C)O)n1. Drug 2: NC1(c2ccc(-c3nc4ccn5c(=O)[nH]nc5c4cc3-c3ccccc3)cc2)CCC1. Cell line: UWB1289BRCA1. Synergy scores: synergy=4.77.